From a dataset of Full USPTO retrosynthesis dataset with 1.9M reactions from patents (1976-2016). Predict the reactants needed to synthesize the given product. (1) The reactants are: [CH2:1]([N:8]1[CH2:13][CH2:12][C:11]2([C:21]3[C:16](=[CH:17][CH:18]=[CH:19][C:20]=3[Br:22])[NH:15][CH2:14]2)[CH2:10][CH2:9]1)[C:2]1[CH:7]=[CH:6][CH:5]=[CH:4][CH:3]=1.[CH3:23][C:24]([O:27][C:28](O[C:28]([O:27][C:24]([CH3:26])([CH3:25])[CH3:23])=[O:29])=[O:29])([CH3:26])[CH3:25]. Given the product [CH2:1]([N:8]1[CH2:13][CH2:12][C:11]2([C:21]3[C:16](=[CH:17][CH:18]=[CH:19][C:20]=3[Br:22])[N:15]([C:28]([O:27][C:24]([CH3:26])([CH3:25])[CH3:23])=[O:29])[CH2:14]2)[CH2:10][CH2:9]1)[C:2]1[CH:7]=[CH:6][CH:5]=[CH:4][CH:3]=1, predict the reactants needed to synthesize it. (2) The reactants are: [CH3:1][O:2][C:3]1[CH:4]=[C:5]([N:11]2[CH2:20][C:19]3[C:14](=[N:15][C:16](S(C)=O)=[N:17][CH:18]=3)[N:13]([CH2:24][CH3:25])[C:12]2=[O:26])[CH:6]=[C:7]([O:9][CH3:10])[CH:8]=1.[CH2:27]([N:29]([CH2:32][CH2:33][CH2:34][NH2:35])[CH2:30][CH3:31])[CH3:28]. Given the product [CH2:27]([N:29]([CH2:30][CH3:31])[CH2:32][CH2:33][CH2:34][NH:35][C:16]1[N:15]=[C:14]2[N:13]([CH2:24][CH3:25])[C:12](=[O:26])[N:11]([C:5]3[CH:4]=[C:3]([O:2][CH3:1])[CH:8]=[C:7]([O:9][CH3:10])[CH:6]=3)[CH2:20][C:19]2=[CH:18][N:17]=1)[CH3:28], predict the reactants needed to synthesize it. (3) Given the product [CH3:1][O:2][C:3]1[CH:4]=[CH:5][C:6]([S:9]([C:12]2[CH:13]=[C:14]([CH:15]=[CH:16][CH:17]=2)[NH2:18])(=[O:10])=[O:11])=[CH:7][CH:8]=1, predict the reactants needed to synthesize it. The reactants are: [CH3:1][O:2][C:3]1[CH:8]=[CH:7][C:6]([S:9]([C:12]2[CH:17]=[CH:16][CH:15]=[C:14]([N+:18]([O-])=O)[CH:13]=2)(=[O:11])=[O:10])=[CH:5][CH:4]=1. (4) Given the product [CH2:7]([C:9]1[C:21]([CH2:22][OH:23])=[C:12]2[C:13]3[CH:19]=[C:18]([CH3:20])[O:17][C:14]=3[CH:15]=[CH:16][N:11]2[N:10]=1)[CH3:8], predict the reactants needed to synthesize it. The reactants are: [H-].[Al+3].[Li+].[H-].[H-].[H-].[CH2:7]([C:9]1[C:21]([C:22](OCC)=[O:23])=[C:12]2[C:13]3[CH:19]=[C:18]([CH3:20])[O:17][C:14]=3[CH:15]=[CH:16][N:11]2[N:10]=1)[CH3:8].O.O.O.O.O.O.O.O.O.O.S([O-])([O-])(=O)=O.[Na+].[Na+]. (5) The reactants are: [CH3:1][CH:2]1[CH2:7][CH2:6][CH2:5][CH:4]([CH3:8])[N:3]1[CH2:9][CH2:10][NH2:11].Cl[C:13]1[N:14]=[N+:15]([O-:25])[C:16]2[CH:22]=[CH:21][C:20]([O:23][CH3:24])=[CH:19][C:17]=2[N:18]=1. Given the product [CH3:1][CH:2]1[CH2:7][CH2:6][CH2:5][CH:4]([CH3:8])[N:3]1[CH2:9][CH2:10][NH:11][C:13]1[N:14]=[N+:15]([O-:25])[C:16]2[CH:22]=[CH:21][C:20]([O:23][CH3:24])=[CH:19][C:17]=2[N:18]=1, predict the reactants needed to synthesize it. (6) Given the product [NH2:37][C:24]1[S:25][C:21]2[CH:20]=[C:19]([S:18][C:2]3[N:6]4[CH:7]=[C:8]([NH:11][CH:12]5[CH2:17][CH2:16][CH2:15][CH2:14][CH2:13]5)[CH:9]=[N:10][C:5]4=[N:4][CH:3]=3)[CH:33]=[CH:32][C:22]=2[N:23]=1, predict the reactants needed to synthesize it. The reactants are: Br[C:2]1[N:6]2[CH:7]=[C:8]([NH:11][CH:12]3[CH2:17][CH2:16][CH2:15][CH2:14][CH2:13]3)[CH:9]=[N:10][C:5]2=[N:4][CH:3]=1.[SH:18][C:19]1[CH:33]=[CH:32][C:22]2[N:23]=[C:24](C3(C(N)=O)CC3)[S:25][C:21]=2[CH:20]=1.C([N:37](CC)C(C)C)(C)C.C1(P(C2C=CC=CC=2)C2C3OC4C(=CC=CC=4P(C4C=CC=CC=4)C4C=CC=CC=4)C(C)(C)C=3C=CC=2)C=CC=CC=1. (7) Given the product [Cl:2][C:3]1[CH:4]=[C:5]2[C:9](=[CH:10][CH:11]=1)[NH:8][CH:7]=[C:6]2[CH2:12][CH2:13][NH:14][C:69]([CH:66]1[CH2:67][CH2:68][N:64]([C:59]2[CH:60]=[CH:61][CH:62]=[CH:63][C:58]=2[F:57])[C:65]1=[O:72])=[O:70], predict the reactants needed to synthesize it. The reactants are: Cl.[Cl:2][C:3]1[CH:4]=[C:5]2[C:9](=[CH:10][CH:11]=1)[NH:8][CH:7]=[C:6]2[CH2:12][CH2:13][NH2:14].C1CN([P+](ON2N=NC3C=CC=CC2=3)(N2CCCC2)N2CCCC2)CC1.F[P-](F)(F)(F)(F)F.C(N(CC)C(C)C)(C)C.[F:57][C:58]1[CH:63]=[CH:62][CH:61]=[CH:60][C:59]=1[N:64]1[CH2:68][CH2:67][CH:66]([C:69](O)=[O:70])[C:65]1=[O:72]. (8) Given the product [CH:22]1([CH2:28][NH:29][C:13]([C:14]2[C:15]([NH:16][C:11]([C:1]3[C:10]4[C:5](=[CH:6][CH:7]=[CH:8][CH:9]=4)[CH:4]=[CH:3][CH:2]=3)=[O:12])=[CH:17][CH:18]=[CH:19][N:20]=2)=[O:21])[CH2:27][CH2:26][CH2:25][CH2:24][CH2:23]1, predict the reactants needed to synthesize it. The reactants are: [C:1]1([C:11]2[O:12][C:13](=[O:21])[C:14]3[N:20]=[CH:19][CH:18]=[CH:17][C:15]=3[N:16]=2)[C:10]2[C:5](=[CH:6][CH:7]=[CH:8][CH:9]=2)[CH:4]=[CH:3][CH:2]=1.[CH:22]1([CH2:28][NH2:29])[CH2:27][CH2:26][CH2:25][CH2:24][CH2:23]1.